This data is from Full USPTO retrosynthesis dataset with 1.9M reactions from patents (1976-2016). The task is: Predict the reactants needed to synthesize the given product. (1) Given the product [NH:9]1[C:10]2[CH:11]=[CH:12][CH:13]=[CH:14][C:15]=2[N:16]=[N:8]1, predict the reactants needed to synthesize it. The reactants are: CC1C=C([N:8]2[N:16]=[C:15]3[C:10]([CH:11]=[CH:12][CH:13]=[CH:14]3)=[N:9]2)C(O)=C(CC(C[Si](O[Si](C)(C)C)(O[Si](C)(C)C)C)C)C=1.CC1C=C(N2N=C3C(C=CC(Cl)=C3)=N2)C(O)=C(C(C)(C)C)C=1. (2) The reactants are: [Br:1][CH2:2][CH2:3][CH2:4][S:5]([O-:8])(=O)=[O:6].[Na+].C(Cl)(=O)C(Cl)=O.[NH:16]1[CH2:21][CH2:20][O:19][CH2:18][CH2:17]1.C(N(CC)CC)C. Given the product [Br:1][CH2:2][CH2:3][CH2:4][S:5]([N:16]1[CH2:21][CH2:20][O:19][CH2:18][CH2:17]1)(=[O:8])=[O:6], predict the reactants needed to synthesize it. (3) Given the product [Br:22][C:9]1[C:10]([CH3:21])=[N:11][N:12]([CH2:13][C:14]2[CH:15]=[CH:16][C:17]([CH3:20])=[CH:18][CH:19]=2)[C:8]=1[C:5]1[CH:4]=[CH:3][C:2]([F:1])=[CH:7][CH:6]=1, predict the reactants needed to synthesize it. The reactants are: [F:1][C:2]1[CH:7]=[CH:6][C:5]([C:8]2[N:12]([CH2:13][C:14]3[CH:19]=[CH:18][C:17]([CH3:20])=[CH:16][CH:15]=3)[N:11]=[C:10]([CH3:21])[CH:9]=2)=[CH:4][CH:3]=1.[Br:22]N1C(=O)CCC1=O. (4) The reactants are: [S:1]1[CH:5]=[CH:4][C:3]2[CH:6]=[C:7]([C:10]3[CH:15]=[CH:14][C:13]([OH:16])=[CH:12][CH:11]=3)[CH:8]=[CH:9][C:2]1=2.CS(O[CH2:22][CH:23]1[CH2:28][CH2:27][N:26]([C:29]([O:31][C:32]([CH3:35])([CH3:34])[CH3:33])=[O:30])[CH2:25][CH2:24]1)(=O)=O.C(#N)C. Given the product [S:1]1[CH:5]=[CH:4][C:3]2[CH:6]=[C:7]([C:10]3[CH:11]=[CH:12][C:13]([O:16][CH2:22][CH:23]4[CH2:28][CH2:27][N:26]([C:29]([O:31][C:32]([CH3:33])([CH3:35])[CH3:34])=[O:30])[CH2:25][CH2:24]4)=[CH:14][CH:15]=3)[CH:8]=[CH:9][C:2]1=2, predict the reactants needed to synthesize it. (5) Given the product [CH3:1][C:2]1[O:6][C:5]([C:7]2[CH:8]=[CH:9][C:10]([O:13][C:37](=[O:38])[N:36]([CH3:40])[CH3:35])=[CH:11][CH:12]=2)=[N:4][C:3]=1[CH2:14][N:15]1[C:23]2[C:18](=[CH:19][C:20]([C:24]([OH:33])([C:25]([F:26])([F:27])[F:28])[C:29]([F:32])([F:31])[F:30])=[CH:21][CH:22]=2)[CH:17]=[C:16]1[CH3:34], predict the reactants needed to synthesize it. The reactants are: [CH3:1][C:2]1[O:6][C:5]([C:7]2[CH:12]=[CH:11][C:10]([OH:13])=[CH:9][CH:8]=2)=[N:4][C:3]=1[CH2:14][N:15]1[C:23]2[C:18](=[CH:19][C:20]([C:24]([OH:33])([C:29]([F:32])([F:31])[F:30])[C:25]([F:28])([F:27])[F:26])=[CH:21][CH:22]=2)[CH:17]=[C:16]1[CH3:34].[CH3:35][N:36]([CH3:40])[C:37](Cl)=[O:38].CCOCC.Cl. (6) The reactants are: [N:1]1([C:6]2[CH:26]=[CH:25][C:9]([O:10][CH2:11][C:12]3[N:13]=[C:14]([CH:17]4[CH2:22][CH2:21][N:20]([C:23]#[N:24])[CH2:19][CH2:18]4)[S:15][CH:16]=3)=[CH:8][CH:7]=2)[CH:5]=[N:4][N:3]=[N:2]1.C([OH:29])C.O. Given the product [N:1]1([C:6]2[CH:7]=[CH:8][C:9]([O:10][CH2:11][C:12]3[N:13]=[C:14]([CH:17]4[CH2:22][CH2:21][N:20]([C:23]([NH2:24])=[O:29])[CH2:19][CH2:18]4)[S:15][CH:16]=3)=[CH:25][CH:26]=2)[CH:5]=[N:4][N:3]=[N:2]1, predict the reactants needed to synthesize it.